From a dataset of Full USPTO retrosynthesis dataset with 1.9M reactions from patents (1976-2016). Predict the reactants needed to synthesize the given product. (1) Given the product [I:22][C:15]1[N:10]2[CH:11]=[CH:12][CH:13]=[CH:14][C:9]2=[N:8][C:7]=1[CH2:6][O:5][Si:4]([CH:1]([CH3:3])[CH3:2])([CH:16]([CH3:18])[CH3:17])[CH:19]([CH3:21])[CH3:20], predict the reactants needed to synthesize it. The reactants are: [CH:1]([Si:4]([CH:19]([CH3:21])[CH3:20])([CH:16]([CH3:18])[CH3:17])[O:5][CH2:6][C:7]1[N:8]=[C:9]2[CH:14]=[CH:13][CH:12]=[CH:11][N:10]2[CH:15]=1)([CH3:3])[CH3:2].[I:22]N1C(=O)CCC1=O.O. (2) Given the product [Br:13][C:8]1[CH:9]=[CH:10][CH:11]=[CH:12][C:7]=1[CH2:6][C:5]([S:15]([C:18]1[CH:23]=[CH:22][C:21]([O:24][CH3:25])=[CH:20][CH:19]=1)(=[O:17])=[O:16])([CH3:14])[C:4]([OH:26])=[O:3], predict the reactants needed to synthesize it. The reactants are: C([O:3][C:4](=[O:26])[C:5]([S:15]([C:18]1[CH:23]=[CH:22][C:21]([O:24][CH3:25])=[CH:20][CH:19]=1)(=[O:17])=[O:16])([CH3:14])[CH2:6][C:7]1[CH:12]=[CH:11][CH:10]=[CH:9][C:8]=1[Br:13])C. (3) Given the product [Cl:1][C:2]1[C:3]([CH:14]2[CH2:15][CH2:16][CH:17]([C:20]([O:22][CH2:23][CH3:24])=[O:21])[CH2:18][CH2:19]2)=[N:4][C:5]2[C:10]([CH:11]=1)=[CH:9][C:8]([O:12][CH3:13])=[CH:7][CH:6]=2, predict the reactants needed to synthesize it. The reactants are: [Cl:1][C:2]1[C:3]([C:14]2[CH2:19][CH2:18][CH:17]([C:20]([O:22][CH2:23][CH3:24])=[O:21])[CH2:16][CH:15]=2)=[N:4][C:5]2[C:10]([CH:11]=1)=[CH:9][C:8]([O:12][CH3:13])=[CH:7][CH:6]=2. (4) Given the product [CH3:23][O:24][C:25](=[O:26])[C:27]1[CH:32]=[C:31]([C:4]2[CH:5]=[CH:6][CH:7]=[C:2]([Cl:1])[CH:3]=2)[CH:30]=[N:29][CH:28]=1, predict the reactants needed to synthesize it. The reactants are: [Cl:1][C:2]1[CH:3]=[C:4](B2OC(C)(C)C(C)(C)O2)[CH:5]=[CH:6][CH:7]=1.C(=O)([O-])[O-].[Cs+].[Cs+].[CH3:23][O:24][C:25]([C:27]1[CH:28]=[N:29][CH:30]=[C:31](Br)[CH:32]=1)=[O:26]. (5) Given the product [F:13][C:14]1[CH:31]=[CH:30][C:17]([CH2:18][CH:19]2[CH2:20][CH2:21][N:22]([C:25](=[O:29])[C:26]([NH:1][C:2]3[CH:3]=[CH:4][C:5]4[O:10][CH2:9][C:8](=[O:11])[NH:7][C:6]=4[CH:12]=3)=[O:27])[CH2:23][CH2:24]2)=[CH:16][CH:15]=1, predict the reactants needed to synthesize it. The reactants are: [NH2:1][C:2]1[CH:3]=[CH:4][C:5]2[O:10][CH2:9][C:8](=[O:11])[NH:7][C:6]=2[CH:12]=1.[F:13][C:14]1[CH:31]=[CH:30][C:17]([CH2:18][CH:19]2[CH2:24][CH2:23][N:22]([C:25](=[O:29])[C:26](O)=[O:27])[CH2:21][CH2:20]2)=[CH:16][CH:15]=1. (6) Given the product [Cl:31][C:29]1[CH:28]=[CH:27][C:26]2[N:20]([C:18](=[O:19])[C:14]3[CH:13]=[CH:12][C:11]([NH:10][C:8](=[O:9])[C:7]4[CH:6]=[CH:5][CH:4]=[CH:3][C:2]=4[CH3:1])=[CH:16][C:15]=3[CH3:17])[CH2:21][CH2:22][CH2:23][CH:24]([O:32][C:37](=[O:38])[NH:36][CH2:35][CH2:34][Cl:33])[C:25]=2[CH:30]=1, predict the reactants needed to synthesize it. The reactants are: [CH3:1][C:2]1[CH:3]=[CH:4][CH:5]=[CH:6][C:7]=1[C:8]([NH:10][C:11]1[CH:12]=[CH:13][C:14]([C:18]([N:20]2[C:26]3[CH:27]=[CH:28][C:29]([Cl:31])=[CH:30][C:25]=3[CH:24]([OH:32])[CH2:23][CH2:22][CH2:21]2)=[O:19])=[C:15]([CH3:17])[CH:16]=1)=[O:9].[Cl:33][CH2:34][CH2:35][N:36]=[C:37]=[O:38]. (7) Given the product [F:1][C:2]1[CH:7]=[C:6]([S:8]([CH3:11])(=[O:10])=[O:9])[CH:5]=[CH:4][C:3]=1[C:12]1[CH:13]=[C:14]2[CH:20]=[C:19]([CH:21]3[CH2:26][CH2:25][N:24]([CH2:32][C:29]4([C:28]([F:39])([F:38])[F:27])[CH2:31][CH2:30]4)[CH2:23][CH2:22]3)[O:18][C:15]2=[CH:16][N:17]=1, predict the reactants needed to synthesize it. The reactants are: [F:1][C:2]1[CH:7]=[C:6]([S:8]([CH3:11])(=[O:10])=[O:9])[CH:5]=[CH:4][C:3]=1[C:12]1[CH:13]=[C:14]2[CH:20]=[C:19]([CH:21]3[CH2:26][CH2:25][NH:24][CH2:23][CH2:22]3)[O:18][C:15]2=[CH:16][N:17]=1.[F:27][C:28]([F:39])([F:38])[C:29]1([CH2:32]OS(C)(=O)=O)[CH2:31][CH2:30]1.C([O-])([O-])=O.[K+].[K+].CN1CCCC1=O.